From a dataset of NCI-60 drug combinations with 297,098 pairs across 59 cell lines. Regression. Given two drug SMILES strings and cell line genomic features, predict the synergy score measuring deviation from expected non-interaction effect. (1) Drug 1: COC1=NC(=NC2=C1N=CN2C3C(C(C(O3)CO)O)O)N. Drug 2: C(CC(=O)O)C(=O)CN.Cl. Cell line: RPMI-8226. Synergy scores: CSS=14.2, Synergy_ZIP=-1.78, Synergy_Bliss=2.51, Synergy_Loewe=3.38, Synergy_HSA=3.80. (2) Drug 2: CC1=C(N=C(N=C1N)C(CC(=O)N)NCC(C(=O)N)N)C(=O)NC(C(C2=CN=CN2)OC3C(C(C(C(O3)CO)O)O)OC4C(C(C(C(O4)CO)O)OC(=O)N)O)C(=O)NC(C)C(C(C)C(=O)NC(C(C)O)C(=O)NCCC5=NC(=CS5)C6=NC(=CS6)C(=O)NCCC[S+](C)C)O. Synergy scores: CSS=64.9, Synergy_ZIP=4.65, Synergy_Bliss=6.96, Synergy_Loewe=2.84, Synergy_HSA=3.92. Cell line: HCT116. Drug 1: C1=CC=C(C=C1)NC(=O)CCCCCCC(=O)NO. (3) Synergy scores: CSS=77.7, Synergy_ZIP=-3.56, Synergy_Bliss=-2.47, Synergy_Loewe=-14.4, Synergy_HSA=1.51. Drug 1: C1=CN(C(=O)N=C1N)C2C(C(C(O2)CO)O)O.Cl. Drug 2: CC=C1C(=O)NC(C(=O)OC2CC(=O)NC(C(=O)NC(CSSCCC=C2)C(=O)N1)C(C)C)C(C)C. Cell line: UACC62. (4) Drug 1: CC1CCC2CC(C(=CC=CC=CC(CC(C(=O)C(C(C(=CC(C(=O)CC(OC(=O)C3CCCCN3C(=O)C(=O)C1(O2)O)C(C)CC4CCC(C(C4)OC)O)C)C)O)OC)C)C)C)OC. Drug 2: C1=NC(=NC(=O)N1C2C(C(C(O2)CO)O)O)N. Cell line: OVCAR-8. Synergy scores: CSS=33.5, Synergy_ZIP=-5.10, Synergy_Bliss=-3.39, Synergy_Loewe=0.240, Synergy_HSA=1.43. (5) Drug 2: CC(C)NC(=O)C1=CC=C(C=C1)CNNC.Cl. Cell line: K-562. Drug 1: CN(C)N=NC1=C(NC=N1)C(=O)N. Synergy scores: CSS=25.9, Synergy_ZIP=5.73, Synergy_Bliss=14.3, Synergy_Loewe=12.4, Synergy_HSA=13.5. (6) Drug 1: C1=CC(=CC=C1CCCC(=O)O)N(CCCl)CCCl. Drug 2: CCCCCOC(=O)NC1=NC(=O)N(C=C1F)C2C(C(C(O2)C)O)O. Cell line: OVCAR-5. Synergy scores: CSS=4.38, Synergy_ZIP=-3.40, Synergy_Bliss=-1.58, Synergy_Loewe=-6.64, Synergy_HSA=-0.835. (7) Drug 1: CS(=O)(=O)C1=CC(=C(C=C1)C(=O)NC2=CC(=C(C=C2)Cl)C3=CC=CC=N3)Cl. Drug 2: CC(C)(C#N)C1=CC(=CC(=C1)CN2C=NC=N2)C(C)(C)C#N. Cell line: RXF 393. Synergy scores: CSS=12.9, Synergy_ZIP=-3.40, Synergy_Bliss=-3.29, Synergy_Loewe=-1.68, Synergy_HSA=-1.41.